The task is: Regression. Given a peptide amino acid sequence and an MHC pseudo amino acid sequence, predict their binding affinity value. This is MHC class I binding data.. This data is from Peptide-MHC class I binding affinity with 185,985 pairs from IEDB/IMGT. (1) The peptide sequence is SVIWMMWYW. The binding affinity (normalized) is 0. The MHC is HLA-A11:01 with pseudo-sequence HLA-A11:01. (2) The peptide sequence is YSDNEMLTH. The MHC is HLA-A02:01 with pseudo-sequence HLA-A02:01. The binding affinity (normalized) is 0.0847. (3) The peptide sequence is MCISLSTAI. The MHC is HLA-B35:01 with pseudo-sequence HLA-B35:01. The binding affinity (normalized) is 0.391. (4) The peptide sequence is MIIGEPIIV. The MHC is HLA-A68:02 with pseudo-sequence HLA-A68:02. The binding affinity (normalized) is 0.558. (5) The peptide sequence is TLASIGTAF. The MHC is HLA-A69:01 with pseudo-sequence HLA-A69:01. The binding affinity (normalized) is 0.0847.